Dataset: TCR-epitope binding with 47,182 pairs between 192 epitopes and 23,139 TCRs. Task: Binary Classification. Given a T-cell receptor sequence (or CDR3 region) and an epitope sequence, predict whether binding occurs between them. (1) The epitope is KLSALGINAV. The TCR CDR3 sequence is CASSFDQTNQPQHF. Result: 0 (the TCR does not bind to the epitope). (2) The epitope is RAKFKQLL. The TCR CDR3 sequence is CASSIRSSYEQYF. Result: 1 (the TCR binds to the epitope). (3) The epitope is LLWNGPMAV. The TCR CDR3 sequence is CASSLSTGLGANVLTF. Result: 1 (the TCR binds to the epitope). (4) The epitope is SLFNTVATLY. The TCR CDR3 sequence is CASSPRSGLGPYNEQFF. Result: 0 (the TCR does not bind to the epitope).